This data is from Peptide-MHC class I binding affinity with 185,985 pairs from IEDB/IMGT. The task is: Regression. Given a peptide amino acid sequence and an MHC pseudo amino acid sequence, predict their binding affinity value. This is MHC class I binding data. (1) The peptide sequence is RFHNIMGRF. The MHC is H-2-Kd with pseudo-sequence H-2-Kd. The binding affinity (normalized) is 0. (2) The peptide sequence is GLDLQPCIDL. The MHC is HLA-A02:01 with pseudo-sequence HLA-A02:01. The binding affinity (normalized) is 0.396.